This data is from NCI-60 drug combinations with 297,098 pairs across 59 cell lines. The task is: Regression. Given two drug SMILES strings and cell line genomic features, predict the synergy score measuring deviation from expected non-interaction effect. Drug 1: C1=C(C(=O)NC(=O)N1)F. Drug 2: CC1=C2C(C(=O)C3(C(CC4C(C3C(C(C2(C)C)(CC1OC(=O)C(C(C5=CC=CC=C5)NC(=O)OC(C)(C)C)O)O)OC(=O)C6=CC=CC=C6)(CO4)OC(=O)C)O)C)O. Cell line: SNB-19. Synergy scores: CSS=37.9, Synergy_ZIP=-6.74, Synergy_Bliss=-4.39, Synergy_Loewe=-1.13, Synergy_HSA=1.62.